Dataset: HIV replication inhibition screening data with 41,000+ compounds from the AIDS Antiviral Screen. Task: Binary Classification. Given a drug SMILES string, predict its activity (active/inactive) in a high-throughput screening assay against a specified biological target. (1) The drug is CC(C1CCC2(C)C3CCC4C(=CC3=CCC12C)CCC(N(C)C)C4(C)C)N(C)C. The result is 0 (inactive). (2) The compound is COC(=O)c1ccccc1C=C1Cc2ccc(C)c(C)c2C1=O. The result is 0 (inactive). (3) The compound is CCCCNC(=S)Nc1nc(C(=O)NNC(=O)c2ccccc2)cs1. The result is 0 (inactive). (4) The drug is CSCCC(NC(=O)C(CC(C)C)NC(=O)CNC(=O)OC(C)(C)C)C(=O)N(C)C. The result is 0 (inactive). (5) The molecule is CCCCCC=C(c1cc(Cl)c(OC)c(C(=O)OCCC)c1)c1cc(Cl)c(OC)c(C(=O)OCCC)c1. The result is 0 (inactive). (6) The compound is OCC12C=CC(C1)c1ccccc12. The result is 0 (inactive). (7) The drug is Cc1cccc2c(=O)c3c(O)cc(O)cc3[nH]c12. The result is 0 (inactive). (8) The drug is Fc1ccccc1C=[N+]1N=C(c2ccncc2)[OH+][Ni-2]12[OH+]C(c1ccncc1)=N[N+]2=Cc1ccccc1F. The result is 0 (inactive). (9) The molecule is CC(=O)OCCCOCn1cc(C)c(=O)[nH]c1=O. The result is 0 (inactive). (10) The result is 0 (inactive). The molecule is S=C(Nc1ccccc1)Nc1ccccc1SC(C=CNNC1=NC(c2ccccc2)C(c2ccccc2)=NN1)c1ccccc1.